This data is from Reaction yield outcomes from USPTO patents with 853,638 reactions. The task is: Predict the reaction yield, written as a fraction of the theoretical maximum amount of product (1.0 means a 100% yield; for example, 0.34 means a 34% yield). (1) The reactants are [CH2:1]([Mg]Br)[CH:2]=[CH2:3].[CH3:6][CH2:7][C:8](=[O:11])[CH2:9][CH3:10]. The catalyst is C1COCC1. The product is [CH2:7]([C:8]([OH:11])([CH2:3][CH:2]=[CH2:1])[CH2:9][CH3:10])[CH3:6]. The yield is 1.00. (2) The reactants are [NH2:1][C:2]1[N:7]=[CH:6][N:5]=[C:4]2[N:8]([CH2:19][C:20]3[O:21][C:22]4[C:27]([C:28](=[O:37])[C:29]=3[C:30]3[CH:35]=[CH:34][CH:33]=[C:32]([F:36])[CH:31]=3)=[CH:26][CH:25]=[CH:24][CH:23]=4)[N:9]=[C:10]([C:11]3[CH:16]=[CH:15][CH:14]=[C:13]([O:17]C)[CH:12]=3)[C:3]=12. The catalyst is ClCCl.B(Br)(Br)Br. The product is [NH2:1][C:2]1[N:7]=[CH:6][N:5]=[C:4]2[N:8]([CH2:19][C:20]3[O:21][C:22]4[C:27]([C:28](=[O:37])[C:29]=3[C:30]3[CH:35]=[CH:34][CH:33]=[C:32]([F:36])[CH:31]=3)=[CH:26][CH:25]=[CH:24][CH:23]=4)[N:9]=[C:10]([C:11]3[CH:16]=[CH:15][CH:14]=[C:13]([OH:17])[CH:12]=3)[C:3]=12. The yield is 0.360. (3) The reactants are [F:1][C:2]1[CH:7]=[CH:6][C:5]([N:8]2[C:12]([C:13]3[CH:23]=[CH:22][C:16]4[O:17][CH2:18][C:19](=[O:21])[NH:20][C:15]=4[CH:14]=3)=[CH:11][CH:10]=[N:9]2)=[CH:4][CH:3]=1.C1C(=O)N([Br:31])C(=O)C1. The catalyst is CN(C=O)C.O. The product is [Br:31][C:11]1[CH:10]=[N:9][N:8]([C:5]2[CH:6]=[CH:7][C:2]([F:1])=[CH:3][CH:4]=2)[C:12]=1[C:13]1[CH:23]=[CH:22][C:16]2[O:17][CH2:18][C:19](=[O:21])[NH:20][C:15]=2[CH:14]=1. The yield is 0.730. (4) The yield is 0.810. The catalyst is ClCCl.C(OCC)(=O)C.[O-2].[Mn+4].[O-2]. The product is [Cl:1][C:2]1[CH:7]=[C:6]2[CH2:8][O:9][C:10]3[CH:34]=[C:33]4[C:13]([CH:14]=[CH:15][C:16]5[N:20]=[C:19]([CH:21]6[CH2:25][CH2:24][CH2:23][N:22]6[C:26]([O:28][C:29]([CH3:30])([CH3:31])[CH3:32])=[O:27])[NH:18][C:17]=54)=[CH:12][C:11]=3[C:5]2=[CH:4][CH:3]=1. The reactants are [Cl:1][C:2]1[CH:7]=[C:6]2[CH2:8][O:9][C:10]3[CH:34]=[C:33]4[C:13]([CH2:14][CH2:15][C:16]5[N:20]=[C:19]([CH:21]6[CH2:25][CH2:24][CH2:23][N:22]6[C:26]([O:28][C:29]([CH3:32])([CH3:31])[CH3:30])=[O:27])[NH:18][C:17]=54)=[CH:12][C:11]=3[C:5]2=[CH:4][CH:3]=1. (5) The reactants are [C:1]1([CH3:35])[C:2]([NH:7][C:8]2[O:9][C:10]([C:16]3[CH:21]=[CH:20][C:19]([N:22]4[CH2:27][CH2:26][N:25](C(OC(C)(C)C)=O)[CH2:24][CH2:23]4)=[CH:18][CH:17]=3)=[C:11]([C:13](=[O:15])[NH2:14])[N:12]=2)=[CH:3][CH:4]=[CH:5][CH:6]=1.Cl.O1CCOCC1. The catalyst is C(Cl)Cl.CO. The product is [C:1]1([CH3:35])[C:2]([NH:7][C:8]2[O:9][C:10]([C:16]3[CH:21]=[CH:20][C:19]([N:22]4[CH2:27][CH2:26][NH:25][CH2:24][CH2:23]4)=[CH:18][CH:17]=3)=[C:11]([C:13]([NH2:14])=[O:15])[N:12]=2)=[CH:3][CH:4]=[CH:5][CH:6]=1. The yield is 0.920. (6) The product is [CH3:1][N:2]1[CH2:3][CH2:4][N:5]([CH2:8][C@@H:9]2[CH2:13][CH2:12][CH2:11][NH:10]2)[CH2:6][CH2:7]1. The reactants are [CH3:1][N:2]1[CH2:7][CH2:6][N:5]([CH2:8][C@@H:9]2[CH2:13][CH2:12][CH2:11][N:10]2S(C2C=CC(C)=CC=2)(=O)=O)[CH2:4][CH2:3]1.CCO.N.[Li]. The catalyst is C1COCC1. The yield is 0.930. (7) The reactants are [CH:1]1[C:15]2=[C:16]3[C:8]([C:9]4[C:14]2=[CH:13][CH:12]=[CH:11][CH:10]=4)=[CH:7][CH:6]=[CH:5][C:4]3=[C:3](B(O)O)[CH:2]=1.[Br:20][C:21]1[CH:22]=[C:23](I)[CH:24]=[CH:25][CH:26]=1.C1(C)C=CC=CC=1.C(=O)([O-])[O-].[Na+].[Na+]. The catalyst is C1C=CC([P]([Pd]([P](C2C=CC=CC=2)(C2C=CC=CC=2)C2C=CC=CC=2)([P](C2C=CC=CC=2)(C2C=CC=CC=2)C2C=CC=CC=2)[P](C2C=CC=CC=2)(C2C=CC=CC=2)C2C=CC=CC=2)(C2C=CC=CC=2)C2C=CC=CC=2)=CC=1.CO.O.C(COC)OC. The product is [Br:20][C:21]1[CH:22]=[C:23]([C:5]2[CH:6]=[CH:7][C:8]3[C:9]4[C:14]([C:15]5[C:16]=3[C:4]=2[CH:3]=[CH:2][CH:1]=5)=[CH:13][CH:12]=[CH:11][CH:10]=4)[CH:24]=[CH:25][CH:26]=1. The yield is 0.704. (8) The reactants are O1CCOCC1.[PH2](O)=O.C(N1CCCCC1)C.CSC(O[C@@H:23]1[C@H:27](OC(SC)=S)[C@@H:26]([CH2:33][OH:34])[O:25][C@H:24]1[N:35]1[C:44]2[N:43]=[CH:42][N:41]=[C:39]([OH:40])[C:38]=2[N:37]=[CH:36]1)=S.CCCCCC.C(B(CC)CC)C. The catalyst is C(OCC)(=O)C.O1CCCC1. The product is [C@@H:24]1([N:35]2[C:44]3[N:43]=[CH:42][N:41]=[C:39]([OH:40])[C:38]=3[N:37]=[CH:36]2)[O:25][C@H:26]([CH2:33][OH:34])[CH:27]=[CH:23]1. The yield is 0.920.